Task: Predict which catalyst facilitates the given reaction.. Dataset: Catalyst prediction with 721,799 reactions and 888 catalyst types from USPTO (1) Reactant: [CH3:1][O:2][CH2:3][CH2:4][NH2:5].[S:6](N)([NH2:9])(=[O:8])=[O:7]. Product: [CH3:1][O:2][CH2:3][CH2:4][NH:5][S:6](=[O:8])(=[O:7])[NH2:9]. The catalyst class is: 7. (2) Reactant: [NH2:1][C:2]1[N:7]=[CH:6][C:5]([OH:8])=[CH:4][N:3]=1.C([O-])([O-])=O.[K+].[K+].[CH2:15](Br)[C:16]1[CH:21]=[CH:20][CH:19]=[CH:18][CH:17]=1. Product: [CH2:15]([O:8][C:5]1[CH:4]=[N:3][C:2]([NH2:1])=[N:7][CH:6]=1)[C:16]1[CH:21]=[CH:20][CH:19]=[CH:18][CH:17]=1. The catalyst class is: 5. (3) Reactant: Cl[C:2]1[N:7]=[C:6]([NH:8][CH:9]2[CH2:17][CH2:16][CH:15]3[CH:11]([CH2:12][N:13]([C:18]([O:20][C:21]([CH3:24])([CH3:23])[CH3:22])=[O:19])[CH2:14]3)[CH2:10]2)[C:5]([Cl:25])=[CH:4][N:3]=1.Cl.[CH3:27][N:28]1[CH:32]=[C:31]([NH2:33])[CH:30]=[N:29]1.C(N(C(C)C)C(C)C)C. Product: [Cl:25][C:5]1[C:6]([NH:8][CH:9]2[CH2:17][CH2:16][CH:15]3[CH:11]([CH2:12][N:13]([C:18]([O:20][C:21]([CH3:24])([CH3:23])[CH3:22])=[O:19])[CH2:14]3)[CH2:10]2)=[N:7][C:2]([NH:33][C:31]2[CH:30]=[N:29][N:28]([CH3:27])[CH:32]=2)=[N:3][CH:4]=1. The catalyst class is: 114. (4) Product: [Cl:27][C:16]1[C:17]([C:19]2[C:24]([CH3:25])=[CH:23][C:22]([CH3:26])=[CH:21][N:20]=2)=[CH:18][C:13]([N:10]2[CH2:9][CH2:8][C:6]3[N:7]=[C:2]([NH:1][C:35](=[O:39])[CH:36]([CH3:38])[CH3:37])[N:3]=[CH:4][C:5]=3[C:11]2=[O:12])=[N:14][CH:15]=1. Reactant: [NH2:1][C:2]1[N:3]=[CH:4][C:5]2[C:11](=[O:12])[N:10]([C:13]3[CH:18]=[C:17]([C:19]4[C:24]([CH3:25])=[CH:23][C:22]([CH3:26])=[CH:21][N:20]=4)[C:16]([Cl:27])=[CH:15][N:14]=3)[CH2:9][CH2:8][C:6]=2[N:7]=1.CCN(CC)CC.[C:35](Cl)(=[O:39])[CH:36]([CH3:38])[CH3:37]. The catalyst class is: 2.